From a dataset of Forward reaction prediction with 1.9M reactions from USPTO patents (1976-2016). Predict the product of the given reaction. (1) Given the reactants Br[C:2]1[CH:7]=[CH:6][C:5]([CH2:8][CH2:9][CH2:10][C:11]2[CH:16]=[CH:15][CH:14]=[CH:13][CH:12]=2)=[CH:4][CH:3]=1.C([O:19][CH:20](OCC)[CH:21]=[CH2:22])C.C(=O)([O-])[O-].[K+].[K+].[Cl-].[K+].Cl, predict the reaction product. The product is: [C:11]1([CH2:10][CH2:9][CH2:8][C:5]2[CH:6]=[CH:7][C:2](/[CH:22]=[CH:21]/[CH:20]=[O:19])=[CH:3][CH:4]=2)[CH:16]=[CH:15][CH:14]=[CH:13][CH:12]=1. (2) Given the reactants [BH4-].[Na+].[CH3:3][CH:4]1[CH2:8][CH2:7][CH:6]([C:9]([O:11][CH3:12])=[O:10])[C:5]1=[O:13], predict the reaction product. The product is: [OH:13][CH:5]1[CH:4]([CH3:3])[CH2:8][CH2:7][CH:6]1[C:9]([O:11][CH3:12])=[O:10]. (3) The product is: [Br:1][C:2]1[CH:11]=[CH:10][C:5]([C:6]([O:8][CH3:9])=[O:7])=[C:4]([CH2:12][Br:13])[CH:3]=1. Given the reactants [Br:1][C:2]1[CH:11]=[CH:10][C:5]([C:6]([O:8][CH3:9])=[O:7])=[C:4]([CH3:12])[CH:3]=1.[Br:13]N1C(=O)CCC1=O.C(OOC(=O)C1C=CC=CC=1)(=O)C1C=CC=CC=1, predict the reaction product. (4) Given the reactants [NH2:1][C:2]1[C:7]([N+:8]([O-:10])=[O:9])=[C:6](Cl)[N:5]=[CH:4][N:3]=1.C(N(CC)CC)C.[NH2:19][C@H:20]1[CH2:24][C@@H:23]([CH2:25][OH:26])[C@H:22]([OH:27])[C@@H:21]1[OH:28], predict the reaction product. The product is: [NH2:1][C:2]1[N:3]=[CH:4][N:5]=[C:6]([NH:19][C@H:20]2[CH2:24][C@@H:23]([CH2:25][OH:26])[C@H:22]([OH:27])[C@@H:21]2[OH:28])[C:7]=1[N+:8]([O-:10])=[O:9]. (5) The product is: [Cl:1][C:2]1[CH:3]=[C:4]([CH:25]=[CH:26][C:27]=1[O:28][CH3:29])[CH2:5][O:6][C:7]1[C:12]([C:13]([NH:15][CH2:16][C:17]2[CH:22]=[CH:21][CH:20]=[CH:19][N:18]=2)=[O:14])=[CH:11][N:10]=[C:9]([S:23]([CH3:24])=[O:38])[N:8]=1. Given the reactants [Cl:1][C:2]1[CH:3]=[C:4]([CH:25]=[CH:26][C:27]=1[O:28][CH3:29])[CH2:5][O:6][C:7]1[C:12]([C:13]([NH:15][CH2:16][C:17]2[CH:22]=[CH:21][CH:20]=[CH:19][N:18]=2)=[O:14])=[CH:11][N:10]=[C:9]([S:23][CH3:24])[N:8]=1.C1C=C(Cl)C=C(C(OO)=[O:38])C=1, predict the reaction product. (6) Given the reactants [CH:1]12[CH2:15][CH:9]([CH2:10][N:11]([CH:13]=O)[CH2:12]1)[CH2:8][C:7]1[C:2]2=[N:3][CH:4]=[CH:5][CH:6]=1.[ClH:16].[OH-].[Na+].Cl.CCOC(C)=O.N, predict the reaction product. The product is: [ClH:16].[ClH:16].[CH3:13][N:11]1[CH2:12][CH:1]2[CH2:15][CH:9]([CH2:8][C:7]3[CH:6]=[CH:5][CH:4]=[N:3][C:2]=32)[CH2:10]1.